This data is from NCI-60 drug combinations with 297,098 pairs across 59 cell lines. The task is: Regression. Given two drug SMILES strings and cell line genomic features, predict the synergy score measuring deviation from expected non-interaction effect. (1) Drug 1: CC(C1=C(C=CC(=C1Cl)F)Cl)OC2=C(N=CC(=C2)C3=CN(N=C3)C4CCNCC4)N. Drug 2: C1=CN(C(=O)N=C1N)C2C(C(C(O2)CO)O)O.Cl. Cell line: U251. Synergy scores: CSS=6.02, Synergy_ZIP=-4.71, Synergy_Bliss=-1.57, Synergy_Loewe=-5.63, Synergy_HSA=-1.40. (2) Cell line: CAKI-1. Synergy scores: CSS=51.7, Synergy_ZIP=-5.00, Synergy_Bliss=-1.19, Synergy_Loewe=0.670, Synergy_HSA=0.702. Drug 1: CC1C(C(CC(O1)OC2CC(OC(C2O)C)OC3=CC4=CC5=C(C(=O)C(C(C5)C(C(=O)C(C(C)O)O)OC)OC6CC(C(C(O6)C)O)OC7CC(C(C(O7)C)O)OC8CC(C(C(O8)C)O)(C)O)C(=C4C(=C3C)O)O)O)O. Drug 2: C(CC(=O)O)C(=O)CN.Cl. (3) Drug 1: CN(C)N=NC1=C(NC=N1)C(=O)N. Cell line: U251. Synergy scores: CSS=5.97, Synergy_ZIP=-2.47, Synergy_Bliss=1.78, Synergy_Loewe=-0.418, Synergy_HSA=0.135. Drug 2: CC(C)CN1C=NC2=C1C3=CC=CC=C3N=C2N. (4) Drug 2: CC(C)NC(=O)C1=CC=C(C=C1)CNNC.Cl. Cell line: SF-539. Drug 1: CCC1(CC2CC(C3=C(CCN(C2)C1)C4=CC=CC=C4N3)(C5=C(C=C6C(=C5)C78CCN9C7C(C=CC9)(C(C(C8N6C)(C(=O)OC)O)OC(=O)C)CC)OC)C(=O)OC)O.OS(=O)(=O)O. Synergy scores: CSS=-6.40, Synergy_ZIP=6.65, Synergy_Bliss=9.13, Synergy_Loewe=3.29, Synergy_HSA=3.67. (5) Drug 1: C1=CC(=CC=C1CC(C(=O)O)N)N(CCCl)CCCl.Cl. Drug 2: C1=CC(=CC=C1C#N)C(C2=CC=C(C=C2)C#N)N3C=NC=N3. Cell line: HS 578T. Synergy scores: CSS=12.4, Synergy_ZIP=0.702, Synergy_Bliss=8.93, Synergy_Loewe=4.34, Synergy_HSA=4.92. (6) Drug 1: C1=NC2=C(N=C(N=C2N1C3C(C(C(O3)CO)O)F)Cl)N. Drug 2: CC1CCC2CC(C(=CC=CC=CC(CC(C(=O)C(C(C(=CC(C(=O)CC(OC(=O)C3CCCCN3C(=O)C(=O)C1(O2)O)C(C)CC4CCC(C(C4)OC)O)C)C)O)OC)C)C)C)OC. Cell line: K-562. Synergy scores: CSS=8.97, Synergy_ZIP=-1.27, Synergy_Bliss=-0.810, Synergy_Loewe=-8.30, Synergy_HSA=-2.66. (7) Drug 1: COC1=NC(=NC2=C1N=CN2C3C(C(C(O3)CO)O)O)N. Drug 2: CCC1=C2CN3C(=CC4=C(C3=O)COC(=O)C4(CC)O)C2=NC5=C1C=C(C=C5)O. Cell line: NCI-H460. Synergy scores: CSS=19.9, Synergy_ZIP=1.80, Synergy_Bliss=1.91, Synergy_Loewe=-89.6, Synergy_HSA=-2.12. (8) Drug 1: CN(C)C1=NC(=NC(=N1)N(C)C)N(C)C. Drug 2: C1C(C(OC1N2C=NC3=C2NC=NCC3O)CO)O. Cell line: OVCAR-5. Synergy scores: CSS=-4.21, Synergy_ZIP=0.0899, Synergy_Bliss=-3.63, Synergy_Loewe=-7.37, Synergy_HSA=-7.24.